This data is from Full USPTO retrosynthesis dataset with 1.9M reactions from patents (1976-2016). The task is: Predict the reactants needed to synthesize the given product. (1) Given the product [C:28]1([S:25]([N:17]2[C:16]3[CH:34]=[N:35][C:46]([C:47]#[N:48])=[C:13]([OH:12])[C:15]=3[C:23]3[CH:22]=[C:21]([Cl:24])[CH:20]=[N:19][C:18]2=3)(=[O:27])=[O:26])[CH:29]=[CH:30][CH:31]=[CH:32][CH:33]=1, predict the reactants needed to synthesize it. The reactants are: C[Si]([N-][Si](C)(C)C)(C)C.[Li+].C[O:12][C:13]([C:15]1[C:23]2[C:18](=[N:19][CH:20]=[C:21]([Cl:24])[CH:22]=2)[N:17]([S:25]([C:28]2[CH:33]=[CH:32][CH:31]=[CH:30][CH:29]=2)(=[O:27])=[O:26])[C:16]=1[CH2:34][N:35]([CH2:46][C:47]#[N:48])S(C1C=CC(C)=CC=1)(=O)=O)=O. (2) Given the product [C:1]([O:5][C:6]([N:8]1[CH2:14][CH2:13][CH2:12][N:11]([C:15]2[N:16]([CH2:28][CH:27]=[CH2:26])[C:17]3[CH:23]=[CH:22][CH:21]=[CH:20][C:18]=3[N:19]=2)[CH2:10][CH2:9]1)=[O:7])([CH3:4])([CH3:2])[CH3:3], predict the reactants needed to synthesize it. The reactants are: [C:1]([O:5][C:6]([N:8]1[CH2:14][CH2:13][CH2:12][N:11]([C:15]2[NH:19][C:18]3[CH:20]=[CH:21][CH:22]=[CH:23][C:17]=3[N:16]=2)[CH2:10][CH2:9]1)=[O:7])([CH3:4])([CH3:3])[CH3:2].[H-].[Na+].[CH2:26](Br)[CH:27]=[CH2:28]. (3) The reactants are: [OH:1][C:2]1[CH:3]=[C:4]([CH:9]=[CH:10][C:11]=1I)[C:5]([O:7][CH3:8])=[O:6].CCOC(C)=O.O.[CH3:20][N:21](C=O)C. Given the product [C:20]([C:11]1[CH:10]=[CH:9][C:4]([C:5]([O:7][CH3:8])=[O:6])=[CH:3][C:2]=1[OH:1])#[N:21], predict the reactants needed to synthesize it. (4) Given the product [CH2:34]([O:33][C:30](=[O:32])[C:31](=[CH:24][NH:6][C:5]1[CH:7]=[CH:8][CH:9]=[CH:10][C:4]=1[N+:1]([O-:3])=[O:2])[C:16]([O:15][CH2:13][CH3:12])=[O:17])[CH3:35], predict the reactants needed to synthesize it. The reactants are: [N+:1]([C:4]1[CH:10]=[CH:9][CH:8]=[CH:7][C:5]=1[NH2:6])([O-:3])=[O:2].C1(=O)O[CH:16]([O:17]C(C)(C)C)[O:15][C:13](=O)[CH2:12]1.[CH3:24]CCCCC.[C:30]([O:33][CH2:34][CH3:35])(=[O:32])[CH3:31]. (5) Given the product [CH2:1]([N:3]1[CH2:8][CH2:7][CH:6]([C:9]2[CH:10]=[C:11]([O:15][S:17]([CH3:16])(=[O:19])=[O:18])[CH:12]=[CH:13][CH:14]=2)[CH2:5][CH2:4]1)[CH3:2], predict the reactants needed to synthesize it. The reactants are: [CH2:1]([N:3]1[CH2:8][CH2:7][CH:6]([C:9]2[CH:10]=[C:11]([OH:15])[CH:12]=[CH:13][CH:14]=2)[CH2:5][CH2:4]1)[CH3:2].[CH3:16][S:17](Cl)(=[O:19])=[O:18].